This data is from Full USPTO retrosynthesis dataset with 1.9M reactions from patents (1976-2016). The task is: Predict the reactants needed to synthesize the given product. (1) The reactants are: C1CO[CH:20]2[CH:3]([CH2:4][C:5]3[C@H:18]([CH2:19]2)[C@@H:17]2[C@H:8]([C@H:9]4[C@@:13]([CH2:15][C@@H:16]2[F:23])([CH3:14])[C@@H:12]([OH:24])[CH2:11][CH2:10]4)[C@H:7]([CH3:25])[CH:6]=3)[O:2]1.C(O)(=O)C(O)=O.O.C(=O)(O)[O-].[Na+]. Given the product [F:23][C@H:16]1[CH2:15][C@@:13]2([CH3:14])[C@@H:9]([CH2:10][CH2:11][C@@H:12]2[OH:24])[C@H:8]2[C@H:17]1[C:18]1[CH2:19][CH2:20][C:3](=[O:2])[CH2:4][C:5]=1[CH2:6][C@H:7]2[CH3:25], predict the reactants needed to synthesize it. (2) Given the product [CH2:7]([O:6][C:4]([C@@H:2]1[CH2:3][C@H:1]1[C:9]([OH:11])=[O:10])=[O:5])[CH3:8], predict the reactants needed to synthesize it. The reactants are: [C@@H:1]1([C:9]([O:11]CC)=[O:10])[CH2:3][C@H:2]1[C:4]([O:6][CH2:7][CH3:8])=[O:5].[OH-].[K+].O. (3) Given the product [CH3:27][O:26][C:23](=[O:25])[CH2:24][CH2:1][C@H:2]([C@@H:5]1[C@:36]2([CH3:37])[C@H:31]([C@H:32]3[C@H:10]([CH2:40][CH2:35]2)[C@:7]2([CH3:8])[C:19](=[CH:17][C:20](=[O:21])[CH2:22][CH2:6]2)[CH2:34][CH2:33]3)[CH2:30][CH2:29]1)[CH3:3], predict the reactants needed to synthesize it. The reactants are: [CH3:1][C:2]([CH3:5])([O-])[CH3:3].[CH3:6][C:7]([CH3:10])([O-])[CH3:8].CC(C)([O-])C.[Al+3].[CH:17]([C:20]([CH3:22])=[O:21])([CH3:19])C.[C:23]([O:26][CH2:27]C)(=[O:25])[CH3:24].[CH3:29][CH2:30][CH2:31][CH2:32][CH2:33][CH3:34].[C:35]1(C)[CH:40]=CC=[CH:37][CH:36]=1. (4) Given the product [C:42]([O:41][C:39]([N:36]1[CH2:37][CH2:38][N:33]([C:24]([CH2:23][NH:22][C:17](=[O:18])[C:16]2[CH:20]=[CH:21][C:13]([O:12][CH2:8][C:9]#[C:10][CH3:11])=[CH:14][CH:15]=2)([C:29]([O:31][CH3:32])=[O:30])[C:25]([O:27][CH3:28])=[O:26])[CH2:34][CH2:35]1)=[O:40])([CH3:44])([CH3:45])[CH3:43], predict the reactants needed to synthesize it. The reactants are: C(N(CC)CC)C.[CH2:8]([O:12][C:13]1[CH:21]=[CH:20][C:16]([C:17](Cl)=[O:18])=[CH:15][CH:14]=1)[C:9]#[C:10][CH3:11].[NH2:22][CH2:23][C:24]([N:33]1[CH2:38][CH2:37][N:36]([C:39]([O:41][C:42]([CH3:45])([CH3:44])[CH3:43])=[O:40])[CH2:35][CH2:34]1)([C:29]([O:31][CH3:32])=[O:30])[C:25]([O:27][CH3:28])=[O:26]. (5) The reactants are: [F:1][C:2]1[CH:3]=[C:4]([CH:44]=[C:45]([F:47])[CH:46]=1)[CH2:5][C@H:6]([NH:21][C:22](=[O:43])[C:23]1[CH:37]=[C:36]([C:38]2[S:39][CH:40]=[CH:41][N:42]=2)[CH:35]=[C:25]([C:26]([N:28]([CH2:32][CH2:33][CH3:34])[CH2:29][CH2:30][CH3:31])=[O:27])[CH:24]=1)[C@H:7]([OH:20])[CH2:8][NH:9][CH2:10][C:11]1[CH:16]=[CH:15][CH:14]=[C:13]([CH:17]([CH3:19])[CH3:18])[CH:12]=1.[ClH:48]. Given the product [ClH:48].[F:1][C:2]1[CH:3]=[C:4]([CH:44]=[C:45]([F:47])[CH:46]=1)[CH2:5][C@H:6]([NH:21][C:22](=[O:43])[C:23]1[CH:37]=[C:36]([C:38]2[S:39][CH:40]=[CH:41][N:42]=2)[CH:35]=[C:25]([C:26]([N:28]([CH2:29][CH2:30][CH3:31])[CH2:32][CH2:33][CH3:34])=[O:27])[CH:24]=1)[C@H:7]([OH:20])[CH2:8][NH:9][CH2:10][C:11]1[CH:16]=[CH:15][CH:14]=[C:13]([CH:17]([CH3:19])[CH3:18])[CH:12]=1, predict the reactants needed to synthesize it. (6) Given the product [F:35][C:36]1[CH:43]=[CH:42][CH:41]=[C:40]([F:44])[C:37]=1[CH2:38][N:5]1[CH:6]=[C:7]([C:8](=[O:12])[CH:9]([CH3:11])[CH3:10])[C:2](=[O:1])[C:3]2[C:15]([CH3:16])=[C:14]([C:17]3[CH:18]=[CH:19][C:20]([NH:23][C:24](=[O:28])[CH:25]([CH3:27])[CH3:26])=[CH:21][CH:22]=3)[S:13][C:4]1=2, predict the reactants needed to synthesize it. The reactants are: [OH:1][C:2]1[C:7]([C:8](=[O:12])[CH:9]([CH3:11])[CH3:10])=[CH:6][N:5]=[C:4]2[S:13][C:14]([C:17]3[CH:22]=[CH:21][C:20]([NH:23][C:24](=[O:28])[CH:25]([CH3:27])[CH3:26])=[CH:19][CH:18]=3)=[C:15]([CH3:16])[C:3]=12.C(=O)([O-])[O-].[K+].[K+].[F:35][C:36]1[CH:43]=[CH:42][CH:41]=[C:40]([F:44])[C:37]=1[CH2:38]Br. (7) The reactants are: Br[CH2:2][CH2:3][CH2:4][O:5][C:6]1[CH:11]=[C:10]([O:12][CH3:13])[C:9]([Cl:14])=[CH:8][C:7]=1[NH:15][C:16](=[O:18])[CH3:17].C([O-])([O-])=O.[K+].[K+].[F:25][C:26]1[CH:38]=[CH:37][C:29]([CH2:30][C:31]2([OH:36])[CH2:35][CH2:34][NH:33][CH2:32]2)=[CH:28][CH:27]=1. Given the product [Cl:14][C:9]1[C:10]([O:12][CH3:13])=[CH:11][C:6]([O:5][CH2:4][CH2:3][CH2:2][N:33]2[CH2:34][CH2:35][C:31]([CH2:30][C:29]3[CH:37]=[CH:38][C:26]([F:25])=[CH:27][CH:28]=3)([OH:36])[CH2:32]2)=[C:7]([NH:15][C:16](=[O:18])[CH3:17])[CH:8]=1, predict the reactants needed to synthesize it. (8) Given the product [C:20]([C:22]1[CH:23]=[C:24]([CH:28]=[C:29]([CH2:33][CH3:34])[C:30]=1[O:31][CH3:32])[C:25]([N:3]1[C:4]2[CH:9]=[CH:8][CH:7]=[CH:6][C:5]=2[S:1][CH2:2]1)=[O:26])#[N:21], predict the reactants needed to synthesize it. The reactants are: [S:1]1[C:5]2[CH:6]=[CH:7][CH:8]=[CH:9][C:4]=2[NH:3][CH2:2]1.NC1C=CC=CC=1S.C=O.[C:20]([C:22]1[CH:23]=[C:24]([CH:28]=[C:29]([CH2:33][CH3:34])[C:30]=1[O:31][CH3:32])[C:25](Cl)=[O:26])#[N:21]. (9) Given the product [Cl:26][C:27]1[CH:32]=[CH:31][CH:30]=[CH:29][C:28]=1[CH:33]1[C:38]([C:39]#[N:40])=[C:37]([C:41]([O:45][CH3:46])([O:43][CH3:44])[CH3:42])[NH:36][C:35]2=[N:47][NH:48][CH:49]=[C:34]12.[C:41]([C:37]1[NH:36][C:35]2=[N:47][NH:48][CH:49]=[C:34]2[CH:33]([C:28]2[CH:29]=[CH:30][CH:31]=[CH:32][C:27]=2[Cl:26])[C:38]=1[C:39]#[N:40])(=[O:43])[CH3:42], predict the reactants needed to synthesize it. The reactants are: COC(OC)(C)C(OC)=O.ClC1C=CC=CC=1C=O.NC1C=CNN=1.[Cl:26][C:27]1[CH:32]=[CH:31][CH:30]=[CH:29][C:28]=1[CH:33]1[C:38]([C:39]#[N:40])=[C:37]([C:41]([O:45][CH3:46])([O:43][CH3:44])[CH3:42])[NH:36][C:35]2=[N:47][NH:48][CH:49]=[C:34]12.FC(F)(F)C(O)=O.